This data is from NCI-60 drug combinations with 297,098 pairs across 59 cell lines. The task is: Regression. Given two drug SMILES strings and cell line genomic features, predict the synergy score measuring deviation from expected non-interaction effect. (1) Drug 1: CN(C)C1=NC(=NC(=N1)N(C)C)N(C)C. Drug 2: CN(CC1=CN=C2C(=N1)C(=NC(=N2)N)N)C3=CC=C(C=C3)C(=O)NC(CCC(=O)O)C(=O)O. Cell line: SN12C. Synergy scores: CSS=7.69, Synergy_ZIP=-3.44, Synergy_Bliss=1.78, Synergy_Loewe=-15.3, Synergy_HSA=-3.86. (2) Drug 1: CCC1=C2CN3C(=CC4=C(C3=O)COC(=O)C4(CC)O)C2=NC5=C1C=C(C=C5)O. Drug 2: CC(C)CN1C=NC2=C1C3=CC=CC=C3N=C2N. Cell line: DU-145. Synergy scores: CSS=58.0, Synergy_ZIP=-1.61, Synergy_Bliss=-0.354, Synergy_Loewe=-39.1, Synergy_HSA=-0.409.